Dataset: NCI-60 drug combinations with 297,098 pairs across 59 cell lines. Task: Regression. Given two drug SMILES strings and cell line genomic features, predict the synergy score measuring deviation from expected non-interaction effect. (1) Drug 2: CN(C(=O)NC(C=O)C(C(C(CO)O)O)O)N=O. Synergy scores: CSS=3.22, Synergy_ZIP=-2.06, Synergy_Bliss=-3.52, Synergy_Loewe=-1.90, Synergy_HSA=-1.80. Drug 1: CC1=CC2C(CCC3(C2CCC3(C(=O)C)OC(=O)C)C)C4(C1=CC(=O)CC4)C. Cell line: HCT116. (2) Drug 1: CC1CCC2CC(C(=CC=CC=CC(CC(C(=O)C(C(C(=CC(C(=O)CC(OC(=O)C3CCCCN3C(=O)C(=O)C1(O2)O)C(C)CC4CCC(C(C4)OC)O)C)C)O)OC)C)C)C)OC. Drug 2: COCCOC1=C(C=C2C(=C1)C(=NC=N2)NC3=CC=CC(=C3)C#C)OCCOC.Cl. Cell line: T-47D. Synergy scores: CSS=15.7, Synergy_ZIP=-9.44, Synergy_Bliss=-3.24, Synergy_Loewe=-2.47, Synergy_HSA=-2.34.